Task: Predict the reactants needed to synthesize the given product.. Dataset: Full USPTO retrosynthesis dataset with 1.9M reactions from patents (1976-2016) (1) Given the product [CH:1]1([N:4]2[C:8]([NH:14][C:17](=[O:25])[O:42][C:38]([CH3:41])([CH3:40])[CH3:39])=[CH:7][CH:6]=[N:5]2)[CH2:2][CH2:3]1, predict the reactants needed to synthesize it. The reactants are: [CH:1]1([N:4]2[C:8](C(O)=O)=[CH:7][CH:6]=[N:5]2)[CH2:3][CH2:2]1.C([N:14]([CH2:17]C)CC)C.C1C=CC([O:25]P(OC2C=CC=CC=2)(N=[N+]=[N-])=O)=CC=1.[C:38]([OH:42])([CH3:41])([CH3:40])[CH3:39]. (2) Given the product [CH2:3]([O:10][CH2:11][CH2:12][CH2:13][CH2:14][CH2:15][N:18]1[CH2:17][C@H:9]([CH2:4][CH2:5][CH2:6][CH3:7])[CH2:8][C:19]1=[O:20])[C:4]1[CH:9]=[CH:8][CH:7]=[CH:6][CH:5]=1, predict the reactants needed to synthesize it. The reactants are: [H-].[Na+].[CH2:3]([O:10][CH2:11][CH2:12][CH2:13][CH2:14][CH2:15]Br)[C:4]1[CH:9]=[CH:8][CH:7]=[CH:6][CH:5]=1.[CH3:17][N:18](C)[CH:19]=[O:20].